Dataset: Full USPTO retrosynthesis dataset with 1.9M reactions from patents (1976-2016). Task: Predict the reactants needed to synthesize the given product. (1) Given the product [CH2:22]([O:21][P:20]([CH:11]1[C:10](=[O:19])[N:9]2[C@H:14]([CH2:15][CH2:16][CH2:17][C@H:8]2[C:3]2[CH:4]=[CH:5][CH:6]=[CH:7][C:2]=2[F:1])[CH2:13][CH2:12]1)(=[O:27])[O:24][CH2:25][CH3:26])[CH3:23], predict the reactants needed to synthesize it. The reactants are: [F:1][C:2]1[CH:7]=[CH:6][CH:5]=[CH:4][C:3]=1[C@H:8]1[CH2:17][CH2:16][CH2:15][C@@H:14]2[N:9]1[C:10](=[O:19])[CH:11](I)[CH2:12][CH2:13]2.[P:20]([O:27]CC)([O:24][CH2:25][CH3:26])[O:21][CH2:22][CH3:23]. (2) Given the product [C:1]([C:5]1[CH:6]=[C:7]([CH:12]=[C:13]([O:15][CH2:16][CH2:17][CH2:18][O:19][CH:20]2[CH2:25][CH2:24][CH2:23][CH2:22][O:21]2)[CH:14]=1)[C:8]([OH:10])=[O:9])([CH3:4])([CH3:2])[CH3:3], predict the reactants needed to synthesize it. The reactants are: [C:1]([C:5]1[CH:6]=[C:7]([CH:12]=[C:13]([O:15][CH2:16][CH2:17][CH2:18][O:19][CH:20]2[CH2:25][CH2:24][CH2:23][CH2:22][O:21]2)[CH:14]=1)[C:8]([O:10]C)=[O:9])([CH3:4])([CH3:3])[CH3:2].[OH-].[Li+].C(Cl)Cl. (3) Given the product [CH3:34][C:10]1[CH:11]=[C:12]([NH:15][C:16]2[C:25]3[C:20](=[CH:21][CH:22]=[CH:23][C:24]=3[O:26][C@H:27]([CH3:33])[CH2:28][NH:29][C:30](=[O:32])[CH3:31])[N:19]=[CH:18][N:17]=2)[CH:13]=[CH:14][C:9]=1[O:8][CH2:2][C:3]1[N:4]=[CH:5][S:6][CH:7]=1, predict the reactants needed to synthesize it. The reactants are: Cl[CH2:2][C:3]1[N:4]=[CH:5][S:6][CH:7]=1.[OH:8][C:9]1[CH:14]=[CH:13][C:12]([NH:15][C:16]2[C:25]3[C:20](=[CH:21][CH:22]=[CH:23][C:24]=3[O:26][C@H:27]([CH3:33])[CH2:28][NH:29][C:30](=[O:32])[CH3:31])[N:19]=[CH:18][N:17]=2)=[CH:11][C:10]=1[CH3:34].